From a dataset of Forward reaction prediction with 1.9M reactions from USPTO patents (1976-2016). Predict the product of the given reaction. (1) Given the reactants ClC1[CH:19]=[CH:18][CH:17]=[CH:16][C:3]=1[CH2:4][S:5]([N:8]1[CH:12]=[CH:11][C:10]([N+:13]([O-])=O)=[CH:9]1)(=[O:7])=[O:6].[C:20]([O:28]C(=O)C1C=CC=CC=1)(=O)[C:21]1[CH:26]=[CH:25][CH:24]=[CH:23][CH:22]=1.[Sn].[Cl:38]C(Cl)C, predict the reaction product. The product is: [Cl:38][C:3]1[CH:16]=[CH:17][CH:18]=[CH:19][C:4]=1[S:5]([N:8]1[CH:12]=[CH:11][C:10]([NH:13][C:20](=[O:28])[C:21]2[CH:26]=[CH:25][CH:24]=[CH:23][CH:22]=2)=[CH:9]1)(=[O:6])=[O:7]. (2) Given the reactants [Cl:1][C:2]1[CH:7]=[CH:6][N:5]=[C:4]2[CH:8]=[CH:9][S:10][C:3]=12.[Li][CH2:12]CCC.IC, predict the reaction product. The product is: [Cl:1][C:2]1[CH:7]=[CH:6][N:5]=[C:4]2[CH:8]=[C:9]([CH3:12])[S:10][C:3]=12. (3) The product is: [F:1][C:2]1[CH:25]=[CH:24][C:5]2[N:6]([CH:10]3[CH2:15][CH2:14][N:13]([C:16]([O:18][C:19]([CH3:22])([CH3:20])[CH3:21])=[O:17])[CH2:12][CH:11]3[O:23][CH3:28])[C:7]([CH3:9])=[N:8][C:4]=2[CH:3]=1. Given the reactants [F:1][C:2]1[CH:25]=[CH:24][C:5]2[N:6]([CH:10]3[CH2:15][CH2:14][N:13]([C:16]([O:18][C:19]([CH3:22])([CH3:21])[CH3:20])=[O:17])[CH2:12][CH:11]3[OH:23])[C:7]([CH3:9])=[N:8][C:4]=2[CH:3]=1.[H-].[Na+].[C:28]([O-])(O)=O.[Na+], predict the reaction product. (4) The product is: [CH3:31][S:32][CH2:34][CH2:35][C:36]([NH:1][C:2]1[CH:3]=[CH:4][C:5]([S:8][C:9]2[C:18]3[C:13](=[CH:14][CH:15]=[CH:16][CH:17]=3)[NH:12]/[C:11](=[C:19]3/[C:20]([CH2:25][CH2:26][CH3:27])=[N:21][NH:22][C:23]/3=[O:24])/[CH:10]=2)=[CH:6][CH:7]=1)=[O:37]. Given the reactants [NH2:1][C:2]1[CH:7]=[CH:6][C:5]([S:8][C:9]2[C:18]3[C:13](=[CH:14][CH:15]=[CH:16][CH:17]=3)[NH:12]/[C:11](=[C:19]3/[C:20]([CH2:25][CH2:26][CH3:27])=[N:21][NH:22][C:23]/3=[O:24])/[CH:10]=2)=[CH:4][CH:3]=1.CCC[C:31](Cl)=[S:32].[CH2:34]1C[O:37][CH2:36][CH2:35]1, predict the reaction product. (5) Given the reactants O1CCOCC1.[ClH:7].[Br:8][C:9]1[S:13][C:12]([CH2:14][NH:15]C(OC(C)(C)C)=O)=[N:11][CH:10]=1, predict the reaction product. The product is: [ClH:7].[NH2:15][CH2:14][C:12]1[S:13][C:9]([Br:8])=[CH:10][N:11]=1. (6) Given the reactants [CH2:1]([O:8][C:9]1[C:13]([O:14][CH2:15][C:16]2[CH:21]=[CH:20][CH:19]=[CH:18][CH:17]=2)=[C:12]([C:22]([O:24]CC)=[O:23])[N:11]([C:27]2[CH:32]=[CH:31][C:30]([O:33][CH3:34])=[CH:29][CH:28]=2)[C:10]=1[C:35]([O:37]CC)=[O:36])[C:2]1[CH:7]=[CH:6][CH:5]=[CH:4][CH:3]=1.[OH-].[Na+].C1COCC1.Cl, predict the reaction product. The product is: [CH2:1]([O:8][C:9]1[C:13]([O:14][CH2:15][C:16]2[CH:21]=[CH:20][CH:19]=[CH:18][CH:17]=2)=[C:12]([C:22]([OH:24])=[O:23])[N:11]([C:27]2[CH:28]=[CH:29][C:30]([O:33][CH3:34])=[CH:31][CH:32]=2)[C:10]=1[C:35]([OH:37])=[O:36])[C:2]1[CH:3]=[CH:4][CH:5]=[CH:6][CH:7]=1. (7) The product is: [ClH:1].[CH3:2][O:3][C@@H:4]1[CH2:9][CH2:8][NH:7][C@H:6]([CH3:18])[CH2:5]1. Given the reactants [ClH:1].[CH3:2][O:3][C@@H:4]1[CH2:9][CH2:8][N:7]([C@@H](C2C=CC=CC=2)C)[C@H:6]([CH3:18])[CH2:5]1, predict the reaction product. (8) Given the reactants [BH4-].[Na+].[CH3:3][O:4][C:5](=[O:33])[C@H:6]([CH2:18][C:19]1[CH:24]=[CH:23][C:22]([C:25]2[CH:30]=[CH:29][CH:28]=[CH:27][C:26]=2[CH:31]=[O:32])=[CH:21][CH:20]=1)[NH:7][C:8](=[O:17])[C:9]1[C:14]([Cl:15])=[CH:13][CH:12]=[CH:11][C:10]=1[Cl:16], predict the reaction product. The product is: [CH3:3][O:4][C:5](=[O:33])[C@H:6]([CH2:18][C:19]1[CH:24]=[CH:23][C:22]([C:25]2[CH:30]=[CH:29][CH:28]=[CH:27][C:26]=2[CH2:31][OH:32])=[CH:21][CH:20]=1)[NH:7][C:8](=[O:17])[C:9]1[C:10]([Cl:16])=[CH:11][CH:12]=[CH:13][C:14]=1[Cl:15].